From a dataset of Full USPTO retrosynthesis dataset with 1.9M reactions from patents (1976-2016). Predict the reactants needed to synthesize the given product. (1) The reactants are: [C:1]([N:4]([C:28]([O:30][C:31]([CH3:34])([CH3:33])[CH3:32])=[O:29])[N:5]1[CH2:10][C:9]([CH2:11][O:12]CC2C=CC=CC=2)=[N:8][N:7]([C:20]([O:22][C:23]([CH3:26])([CH3:25])[CH3:24])=[O:21])[C:6]1=[O:27])(=[O:3])[CH3:2]. Given the product [C:1]([N:4]([C:28]([O:30][C:31]([CH3:34])([CH3:33])[CH3:32])=[O:29])[N:5]1[CH2:10][C:9]([CH2:11][OH:12])=[N:8][N:7]([C:20]([O:22][C:23]([CH3:24])([CH3:25])[CH3:26])=[O:21])[C:6]1=[O:27])(=[O:3])[CH3:2], predict the reactants needed to synthesize it. (2) Given the product [CH3:19][O:20][C:21](=[O:30])[C:22]1[CH:27]=[CH:26][C:25]([Cl:28])=[CH:24][C:23]=1[NH:29][C:11](=[O:13])[CH:10]([C:7]1[CH:6]=[CH:5][C:4]([N+:1]([O-:3])=[O:2])=[CH:9][CH:8]=1)[CH3:14], predict the reactants needed to synthesize it. The reactants are: [N+:1]([C:4]1[CH:9]=[CH:8][C:7]([CH:10]([CH3:14])[C:11]([OH:13])=O)=[CH:6][CH:5]=1)([O-:3])=[O:2].O=S(Cl)Cl.[CH3:19][O:20][C:21](=[O:30])[C:22]1[CH:27]=[CH:26][C:25]([Cl:28])=[CH:24][C:23]=1[NH2:29].CCCCCC. (3) Given the product [NH2:6][CH:7]1[CH2:8][C:21]2[C:12](=[CH:13][N:14]=[CH:15][CH:20]=2)[NH:11][C:9]1=[O:10], predict the reactants needed to synthesize it. The reactants are: ClC1SC2[NH:6][C:7]([C:9]([NH:11][CH:12]3[CH2:21][C:20]4[C:15](=CC=CC=4)[N:14](CC4NN=NN=4)[C:13]3=O)=[O:10])=[CH:8]C=2C=1.FC(F)(F)C(O)=O. (4) Given the product [CH2:33]([O:35][C:36]1[C:45]([O:46][CH3:47])=[CH:44][C:43]2[C:42]([C:48]3[CH:49]=[CH:50][C:51]([C:52]([N:29]4[CH2:30][CH2:31][CH:26]([N:12]5[C:13](=[O:25])[C:14]6[S:18][C:17]([C:19]7[CH:24]=[CH:23][CH:22]=[CH:21][CH:20]=7)=[CH:16][C:15]=6[N:10]([CH2:9][C:7]6[O:6][N:5]=[C:4]([CH2:2][CH3:3])[CH:8]=6)[C:11]5=[O:32])[CH2:27][CH2:28]4)=[O:53])=[CH:55][CH:56]=3)=[N:41][C@@H:40]3[CH2:57][CH2:58][S:59][CH2:60][C@@H:39]3[C:38]=2[CH:37]=1)[CH3:34], predict the reactants needed to synthesize it. The reactants are: Cl.[CH2:2]([C:4]1[CH:8]=[C:7]([CH2:9][N:10]2[C:15]3[CH:16]=[C:17]([C:19]4[CH:24]=[CH:23][CH:22]=[CH:21][CH:20]=4)[S:18][C:14]=3[C:13](=[O:25])[N:12]([CH:26]3[CH2:31][CH2:30][NH:29][CH2:28][CH2:27]3)[C:11]2=[O:32])[O:6][N:5]=1)[CH3:3].[CH2:33]([O:35][C:36]1[C:45]([O:46][CH3:47])=[CH:44][C:43]2[C:42]([C:48]3[CH:56]=[CH:55][C:51]([C:52](O)=[O:53])=[CH:50][CH:49]=3)=[N:41][C@@H:40]3[CH2:57][CH2:58][S:59][CH2:60][C@@H:39]3[C:38]=2[CH:37]=1)[CH3:34].CN(C(ON1N=NC2C=CC=CC1=2)=[N+](C)C)C.F[P-](F)(F)(F)(F)F.CCN(C(C)C)C(C)C. (5) The reactants are: FC(F)(F)C(O)=O.[CH2:8]([C:16]1[CH:28]=[CH:27][C:19]([C:20]([O:22]C(C)(C)C)=[O:21])=[C:18]([NH:29][C:30]([C:32]2[CH:33]=[N:34][C:35]([N:38]3[CH2:43][CH2:42][CH2:41][CH2:40][CH2:39]3)=[CH:36][CH:37]=2)=[O:31])[CH:17]=1)[CH2:9][C:10]1[CH:15]=[CH:14][CH:13]=[CH:12][CH:11]=1. Given the product [CH2:8]([C:16]1[CH:28]=[CH:27][C:19]([C:20]([OH:22])=[O:21])=[C:18]([NH:29][C:30]([C:32]2[CH:33]=[N:34][C:35]([N:38]3[CH2:43][CH2:42][CH2:41][CH2:40][CH2:39]3)=[CH:36][CH:37]=2)=[O:31])[CH:17]=1)[CH2:9][C:10]1[CH:11]=[CH:12][CH:13]=[CH:14][CH:15]=1, predict the reactants needed to synthesize it. (6) Given the product [N:14]1([C:11]2[CH:12]=[CH:13][C:8]([CH2:7][N:1]3[CH2:6][CH2:5][N:4]([C:24]([O:25][N:26]4[C:30](=[O:31])[CH2:29][CH2:28][C:27]4=[O:32])=[O:33])[CH2:3][CH2:2]3)=[C:9]([C:20]([F:23])([F:22])[F:21])[CH:10]=2)[CH2:19][CH2:18][O:17][CH2:16][CH2:15]1, predict the reactants needed to synthesize it. The reactants are: [N:1]1([CH2:7][C:8]2[CH:13]=[CH:12][C:11]([N:14]3[CH2:19][CH2:18][O:17][CH2:16][CH2:15]3)=[CH:10][C:9]=2[C:20]([F:23])([F:22])[F:21])[CH2:6][CH2:5][NH:4][CH2:3][CH2:2]1.[C:24](=O)([O:33]N1C(=O)CCC1=O)[O:25][N:26]1[C:30](=[O:31])[CH2:29][CH2:28][C:27]1=[O:32].C(N(CC)CC)C. (7) Given the product [CH3:7][C@H:6]([NH:5][C:3](=[O:4])[O:2][CH3:1])[C:8]([N:36]1[C@H:37]([C:45]2[NH:46][CH:47]=[C:48]([C:50]3[CH:51]=[CH:52][C:53]([C:56]4[CH:61]=[CH:60][C:59]([C:62]5[N:63]=[C:64]([C@@H:67]6[CH2:71][CH2:70][CH2:69][N:68]6[C:72](=[O:73])[C@@H:74]([NH:78][C:79]([O:80][CH3:81])=[O:82])[CH:75]([CH3:77])[CH3:76])[NH:65][CH:66]=5)=[CH:58][CH:57]=4)=[CH:54][CH:55]=3)[N:49]=2)[CH2:38][C:39]2([O:44][CH2:43][CH2:42][CH2:41][O:40]2)[CH2:35]1)=[O:10], predict the reactants needed to synthesize it. The reactants are: [CH3:1][O:2][C:3]([NH:5][C@H:6]([C:8]([OH:10])=O)[CH3:7])=[O:4].CN(C(ON1N=NC2C=CC=NC1=2)=[N+](C)C)C.F[P-](F)(F)(F)(F)F.[CH2:35]1[C:39]2([O:44][CH2:43][CH2:42][CH2:41][O:40]2)[CH2:38][C@@H:37]([C:45]2[NH:46][CH:47]=[C:48]([C:50]3[CH:55]=[CH:54][C:53]([C:56]4[CH:61]=[CH:60][C:59]([C:62]5[N:63]=[C:64]([C@@H:67]6[CH2:71][CH2:70][CH2:69][N:68]6[C:72]([C@@H:74]([NH:78][C:79](=[O:82])[O:80][CH3:81])[CH:75]([CH3:77])[CH3:76])=[O:73])[NH:65][CH:66]=5)=[CH:58][CH:57]=4)=[CH:52][CH:51]=3)[N:49]=2)[NH:36]1. (8) Given the product [CH:1]([O:4][C:5](=[O:15])[C:6]1[CH:11]=[CH:10][C:9]([Br:12])=[CH:8][C:7]=1[CH2:13][NH:19][CH:16]1[CH2:18][CH2:17]1)([CH3:3])[CH3:2], predict the reactants needed to synthesize it. The reactants are: [CH:1]([O:4][C:5](=[O:15])[C:6]1[CH:11]=[CH:10][C:9]([Br:12])=[CH:8][C:7]=1[CH2:13]Br)([CH3:3])[CH3:2].[CH:16]1([NH2:19])[CH2:18][CH2:17]1. (9) Given the product [CH3:32][S:29]([C:22]1[C:23]([CH2:24][CH2:25][C:26]([OH:28])=[O:27])=[C:19](/[CH:17]=[C:9]2\[C:10](=[O:16])[NH:11][C:12]3[C:8]\2=[C:7]([CH:4]2[CH2:3][CH2:2][NH:1][CH2:6][CH2:5]2)[CH:15]=[CH:14][CH:13]=3)[NH:20][C:21]=1[CH3:33])(=[O:31])=[O:30], predict the reactants needed to synthesize it. The reactants are: [NH:1]1[CH2:6][CH2:5][CH:4]([C:7]2[CH:15]=[CH:14][CH:13]=[C:12]3[C:8]=2[CH2:9][C:10](=[O:16])[NH:11]3)[CH2:3][CH2:2]1.[CH:17]([C:19]1[NH:20][C:21]([CH3:33])=[C:22]([S:29]([CH3:32])(=[O:31])=[O:30])[C:23]=1[CH2:24][CH2:25][C:26]([OH:28])=[O:27])=O.N1CCCCC1.